From a dataset of Catalyst prediction with 721,799 reactions and 888 catalyst types from USPTO. Predict which catalyst facilitates the given reaction. Reactant: [NH2:1][CH2:2][CH2:3][NH:4][C:5]([CH:7]1[CH2:21][CH2:20][C:10]2[N:11]=[C:12]([C:14]3[N:15]=[C:16]([CH3:19])[NH:17][CH:18]=3)[S:13][C:9]=2[CH2:8]1)=[O:6].[C:22]1([N:28]2[CH:32]=[C:31]([C:33](O)=[O:34])[C:30]([C:36]([F:39])([F:38])[F:37])=[N:29]2)[CH:27]=[CH:26][CH:25]=[CH:24][CH:23]=1.C1C=CC2N(O)N=NC=2C=1.O.CCN=C=NCCCN(C)C.Cl.CCN(C(C)C)C(C)C. Product: [CH3:19][C:16]1[NH:17][CH:18]=[C:14]([C:12]2[S:13][C:9]3[CH2:8][CH:7]([C:5]([NH:4][CH2:3][CH2:2][NH:1][C:33]([C:31]4[C:30]([C:36]([F:39])([F:37])[F:38])=[N:29][N:28]([C:22]5[CH:27]=[CH:26][CH:25]=[CH:24][CH:23]=5)[CH:32]=4)=[O:34])=[O:6])[CH2:21][CH2:20][C:10]=3[N:11]=2)[N:15]=1. The catalyst class is: 3.